This data is from Peptide-MHC class I binding affinity with 185,985 pairs from IEDB/IMGT. The task is: Regression. Given a peptide amino acid sequence and an MHC pseudo amino acid sequence, predict their binding affinity value. This is MHC class I binding data. (1) The peptide sequence is RRRGACVVY. The MHC is HLA-B18:01 with pseudo-sequence HLA-B18:01. The binding affinity (normalized) is 0.213. (2) The peptide sequence is KIRLGFHWK. The MHC is HLA-A30:01 with pseudo-sequence HLA-A30:01. The binding affinity (normalized) is 0.936. (3) The peptide sequence is RTVFFVLMM. The MHC is HLA-B58:01 with pseudo-sequence HLA-B58:01. The binding affinity (normalized) is 0.403.